Dataset: Reaction yield outcomes from USPTO patents with 853,638 reactions. Task: Predict the reaction yield, written as a fraction of the theoretical maximum amount of product (1.0 means a 100% yield; for example, 0.34 means a 34% yield). The reactants are [NH2:1][C:2]1[C:3]([Cl:12])=[C:4]([C:8]([Cl:11])=[CH:9][CH:10]=1)[C:5]([OH:7])=[O:6].[Br:13]N1C(=O)CCC1=O. The catalyst is C(#N)C. The product is [NH2:1][C:2]1[C:3]([Cl:12])=[C:4]([C:8]([Cl:11])=[CH:9][C:10]=1[Br:13])[C:5]([OH:7])=[O:6]. The yield is 0.730.